Dataset: Reaction yield outcomes from USPTO patents with 853,638 reactions. Task: Predict the reaction yield, written as a fraction of the theoretical maximum amount of product (1.0 means a 100% yield; for example, 0.34 means a 34% yield). (1) The yield is 0.460. The catalyst is C(O)CO. The product is [CH3:1][C:2]1([CH3:20])[CH2:11][C:10]2[N:9]=[CH:8][C:7]3[NH:12][C:13]4[CH:14]=[CH:15][CH:16]=[CH:17][C:18]=4[C:6]=3[C:5]=2[CH2:4][CH2:3]1. The reactants are [CH3:1][C:2]1([CH3:20])[CH2:11][C:10]2[N:9]=[CH:8][C:7]3[NH:12][C:13]4[CH:14]=[CH:15][CH:16]=[CH:17][C:18]=4[C:6]=3[C:5]=2[C:4](=O)[CH2:3]1.O.NN.[OH-].[K+]. (2) The reactants are [CH2:1]([Si:3]([CH2:14][CH3:15])([CH2:12][CH3:13])[O:4][C:5](/[CH:7]=[CH:8]/[CH:9]([CH3:11])[CH3:10])=[CH2:6])[CH3:2].CC(C)(C)/C(/O)=C/C(C(C(C(F)(F)F)(F)F)(F)F)=O.CC(C)(C)/C(/O)=C/C(C(C(C(F)(F)F)(F)F)(F)F)=O.CC(C)(C)/C(/O)=C/C(C(C(C(F)(F)F)(F)F)(F)F)=O.[Eu].[N+:74]([C:77]1[CH:84]=[N:83][CH:82]=[CH:81][C:78]=1[CH:79]=[O:80])([O-:76])=[O:75]. The yield is 0.630. The catalyst is C(Cl)(Cl)Cl. The product is [CH:9]([C@H:8]1[O:80][C@@H:79]([C:78]2[CH:81]=[CH:82][N:83]=[CH:84][C:77]=2[N+:74]([O-:76])=[O:75])[CH2:6][C:5]([O:4][Si:3]([CH2:12][CH3:13])([CH2:1][CH3:2])[CH2:14][CH3:15])=[CH:7]1)([CH3:10])[CH3:11]. (3) The reactants are [N+](C1C=C(C=C([N+]([O-])=O)C=1)C([O:9][CH2:10][C:11]1[CH:16]=[CH:15][CH:14]=[C:13]([O:17][CH3:18])[C:12]=1[CH2:19][CH:20]=[CH2:21])=O)([O-])=O.[OH-].[K+].O. The catalyst is CO. The product is [CH2:19]([C:12]1[C:13]([O:17][CH3:18])=[CH:14][CH:15]=[CH:16][C:11]=1[CH2:10][OH:9])[CH:20]=[CH2:21]. The yield is 0.880. (4) The reactants are [NH2:1][C:2]1[N:7]=[C:6]([C:8]2[S:12][C:11]([C:13]([CH3:16])([CH3:15])[CH3:14])=[N:10][C:9]=2[C:17]2[C:18]([F:35])=[C:19]([NH:23][S:24]([C:27]3[C:32]([F:33])=[CH:31][CH:30]=[CH:29][C:28]=3[F:34])(=[O:26])=[O:25])[CH:20]=[CH:21][CH:22]=2)[CH:5]=[CH:4][N:3]=1.[CH3:36][S:37]([OH:40])(=[O:39])=[O:38]. The catalyst is C(O)(C)C. The product is [CH3:36][S:37]([OH:40])(=[O:39])=[O:38].[NH2:1][C:2]1[N:7]=[C:6]([C:8]2[S:12][C:11]([C:13]([CH3:14])([CH3:15])[CH3:16])=[N:10][C:9]=2[C:17]2[C:18]([F:35])=[C:19]([NH:23][S:24]([C:27]3[C:32]([F:33])=[CH:31][CH:30]=[CH:29][C:28]=3[F:34])(=[O:25])=[O:26])[CH:20]=[CH:21][CH:22]=2)[CH:5]=[CH:4][N:3]=1. The yield is 0.830. (5) The reactants are [Cl:1][C:2]1[CH:3]=[C:4]([CH:17]=[CH:18][C:19]=1[Cl:20])[CH2:5][NH:6][C:7]([NH:9][C:10]1[S:11][CH:12]=[C:13]([CH2:15]Cl)[N:14]=1)=[O:8].[Na+].[I-:22]. The catalyst is CC(C)=O. The product is [Cl:1][C:2]1[CH:3]=[C:4]([CH:17]=[CH:18][C:19]=1[Cl:20])[CH2:5][NH:6][C:7]([NH:9][C:10]1[S:11][CH:12]=[C:13]([CH2:15][I:22])[N:14]=1)=[O:8]. The yield is 1.00. (6) The reactants are [F:1][C:2]1[CH:3]=[C:4]([OH:9])[CH:5]=[CH:6][C:7]=1[F:8].F[C:11]1[CH:16]=[CH:15][C:14]([F:17])=[CH:13][C:12]=1[N+:18]([O-:20])=[O:19].[F:21][C:22]1[CH:23]=[C:24]([CH:34]=[CH:35][C:36]=1[F:37])[O:25][C:26]1[CH:32]=[CH:31][C:30]([F:33])=[CH:29][C:27]=1[NH2:28].[NH2:38][C:39]1[S:40][CH:41]=[CH:42][N:43]=1. No catalyst specified. The product is [F:1][C:2]1[CH:3]=[C:4]([CH:5]=[CH:6][C:7]=1[F:8])[O:9][C:11]1[CH:16]=[CH:15][C:14]([F:17])=[CH:13][C:12]=1[N+:18]([O-:20])=[O:19].[F:21][C:22]1[CH:23]=[C:24]([CH:34]=[CH:35][C:36]=1[F:37])[O:25][C:26]1[CH:32]=[CH:31][C:30]([F:33])=[CH:29][C:27]=1[NH:28][C:4]([NH:38][C:39]1[S:40][CH:41]=[CH:42][N:43]=1)=[O:9]. The yield is 0.780. (7) The catalyst is ClCCl.O. The yield is 0.620. The reactants are [CH:1]1[C:10]2[C:5](=[CH:6][CH:7]=[CH:8][CH:9]=2)[CH:4]=[CH:3][C:2]=1[C:11]12[CH2:16][CH:15]1[CH:14]([OH:17])[CH2:13][CH2:12]2.N1C=CC=CC=1.CC(OI1(OC(C)=O)(OC(C)=O)OC(=O)C2C=CC=CC1=2)=O. The product is [CH:1]1[C:10]2[C:5](=[CH:6][CH:7]=[CH:8][CH:9]=2)[CH:4]=[CH:3][C:2]=1[C:11]12[CH2:16][CH:15]1[C:14](=[O:17])[CH2:13][CH2:12]2. (8) The reactants are Cl[CH2:2][CH2:3][C:4]1[CH:5]=[C:6]2[C:10](=[CH:11][CH:12]=1)[NH:9][C:8](=[O:13])[CH2:7]2.[NH:14]1[CH2:19][CH2:18][O:17][CH2:16][CH2:15]1.C(N(C(C)C)CC)(C)C.O. The catalyst is CS(C)=O. The product is [N:14]1([CH2:2][CH2:3][C:4]2[CH:5]=[C:6]3[C:10](=[CH:11][CH:12]=2)[NH:9][C:8](=[O:13])[CH2:7]3)[CH2:19][CH2:18][O:17][CH2:16][CH2:15]1. The yield is 0.310. (9) The reactants are [CH3:1][O:2][C:3]([C:5]1([C:8]2[CH:13]=[CH:12][C:11]([OH:14])=[C:10]([C:15](=O)[CH3:16])[CH:9]=2)[CH2:7][CH2:6]1)=[O:4].Cl.[NH2:19][OH:20].C([O-])(=O)C.[Na+]. The catalyst is CCO. The product is [CH3:1][O:2][C:3]([C:5]1([C:8]2[CH:13]=[CH:12][C:11]([OH:14])=[C:10]([C:15](=[N:19][OH:20])[CH3:16])[CH:9]=2)[CH2:7][CH2:6]1)=[O:4]. The yield is 0.980.